The task is: Regression. Given a peptide amino acid sequence and an MHC pseudo amino acid sequence, predict their binding affinity value. This is MHC class II binding data.. This data is from Peptide-MHC class II binding affinity with 134,281 pairs from IEDB. (1) The peptide sequence is KDVTFRNITGTSSTP. The MHC is DRB5_0101 with pseudo-sequence DRB5_0101. The binding affinity (normalized) is 0.660. (2) The binding affinity (normalized) is 0.523. The MHC is DRB1_1301 with pseudo-sequence DRB1_1301. The peptide sequence is WFVRNPFFAVTALTI.